Predict the product of the given reaction. From a dataset of Forward reaction prediction with 1.9M reactions from USPTO patents (1976-2016). (1) Given the reactants [CH3:1][Mg+].[Br-].[F:4][C:5]1[CH:10]=[C:9]([C:11](N(C)OC)=[O:12])[CH:8]=[CH:7][N:6]=1, predict the reaction product. The product is: [F:4][C:5]1[CH:10]=[C:9]([C:11](=[O:12])[CH3:1])[CH:8]=[CH:7][N:6]=1. (2) Given the reactants [OH:1][C@@H:2]1[CH2:25][CH2:24][C@@:23]2([CH3:26])[C@H:4]([C@@H:5]([CH2:29][CH3:30])[C:6](=[O:28])[C@@H:7]3[C@@H:22]2[CH2:21][CH2:20][C@@:19]2([CH3:27])[C@H:8]3[CH2:9][CH2:10][C@@H:11]2[C@H:12]([CH3:18])[CH2:13][CH2:14][C:15]([OH:17])=[O:16])[CH2:3]1.[OH-].[Na+].[BH4-].[Na+].C(O)(=O)CC(CC(O)=O)(C(O)=O)O, predict the reaction product. The product is: [OH:1][C@@H:2]1[CH2:25][CH2:24][C@@:23]2([CH3:26])[C@H:4]([C@@H:5]([CH2:29][CH3:30])[C@@H:6]([OH:28])[C@@H:7]3[C@@H:22]2[CH2:21][CH2:20][C@@:19]2([CH3:27])[C@H:8]3[CH2:9][CH2:10][C@@H:11]2[C@H:12]([CH3:18])[CH2:13][CH2:14][C:15]([OH:17])=[O:16])[CH2:3]1. (3) Given the reactants N#N.Br[C:4]1[C:5]([N:25]([CH3:30])[S:26]([CH3:29])(=[O:28])=[O:27])=[CH:6][C:7]2[O:11][C:10]([C:12]3[CH:17]=[CH:16][N:15]=[C:14]([O:18][CH3:19])[CH:13]=3)=[C:9]([C:20]([NH:22][CH3:23])=[O:21])[C:8]=2[CH:24]=1.CC([O-])=O.[K+].[B:36]1([B:36]2[O:40][C:39]([CH3:42])([CH3:41])[C:38]([CH3:44])([CH3:43])[O:37]2)[O:40][C:39]([CH3:42])([CH3:41])[C:38]([CH3:44])([CH3:43])[O:37]1, predict the reaction product. The product is: [CH3:19][O:18][C:14]1[CH:13]=[C:12]([C:10]2[O:11][C:7]3[CH:6]=[C:5]([N:25]([CH3:30])[S:26]([CH3:29])(=[O:28])=[O:27])[C:4]([B:36]4[O:40][C:39]([CH3:42])([CH3:41])[C:38]([CH3:44])([CH3:43])[O:37]4)=[CH:24][C:8]=3[C:9]=2[C:20]([NH:22][CH3:23])=[O:21])[CH:17]=[CH:16][N:15]=1. (4) Given the reactants P([O-])([O-])([O-])=O.[K+].[K+].[K+].I[C:10]1[CH:15]=[CH:14][C:13]([O:16][CH:17]2[CH2:20][CH:19]([N:21]3[CH2:26][CH2:25][CH2:24][CH2:23][CH2:22]3)[CH2:18]2)=[CH:12][CH:11]=1.[N:27]1([C:33]([C@@H:35]2[CH2:39][O:38][C:37](=[O:40])[NH:36]2)=[O:34])[CH2:32][CH2:31][O:30][CH2:29][CH2:28]1, predict the reaction product. The product is: [N:27]1([C:33]([C@@H:35]2[CH2:39][O:38][C:37](=[O:40])[N:36]2[C:10]2[CH:15]=[CH:14][C:13]([O:16][C@H:17]3[CH2:20][C@H:19]([N:21]4[CH2:26][CH2:25][CH2:24][CH2:23][CH2:22]4)[CH2:18]3)=[CH:12][CH:11]=2)=[O:34])[CH2:32][CH2:31][O:30][CH2:29][CH2:28]1. (5) Given the reactants [CH:1]([OH:3])=O.C(OC(=O)C)(=O)C.[NH2:11][C:12]1[CH:17]=[CH:16][CH:15]=[CH:14][C:13]=1[CH2:18][CH2:19][OH:20].C(=O)([O-])O.[K+], predict the reaction product. The product is: [OH:20][CH2:19][CH2:18][C:13]1[CH:14]=[CH:15][CH:16]=[CH:17][C:12]=1[NH:11][CH:1]=[O:3]. (6) Given the reactants BrCCCCC(C)C.C([S@@](N=CC1C=CC(C(OC(C)C)=O)=CC=1)=O)(C)(C)C.[NH4+].[Cl-].[CH3:31][C:32]([CH3:57])([S@@:34]([NH:36][CH:37]([C:45]1[CH:56]=[CH:55][C:48]([C:49]([O:51][CH:52]([CH3:54])[CH3:53])=[O:50])=[CH:47][CH:46]=1)[CH2:38][CH2:39][CH2:40][CH2:41][CH:42]([CH3:44])[CH3:43])=[O:35])[CH3:33], predict the reaction product. The product is: [CH3:33][C:32]([CH3:31])([S@@:34]([NH:36][C@@H:37]([C:45]1[CH:46]=[CH:47][C:48]([C:49]([O:51][CH:52]([CH3:53])[CH3:54])=[O:50])=[CH:55][CH:56]=1)[CH2:38][CH2:39][CH2:40][CH2:41][CH:42]([CH3:44])[CH3:43])=[O:35])[CH3:57]. (7) Given the reactants [Br:1][C:2]1[CH:7]=[C:6]([F:8])[CH:5]=[CH:4][C:3]=1[CH:9]([OH:14])[C:10]([F:13])([F:12])[F:11].C1OCCOCCOCCOCCOCCOC1, predict the reaction product. The product is: [Br:1][C:2]1[CH:7]=[C:6]([F:8])[CH:5]=[CH:4][C:3]=1[C:9](=[O:14])[C:10]([F:11])([F:12])[F:13].